The task is: Binary Classification. Given a miRNA mature sequence and a target amino acid sequence, predict their likelihood of interaction.. This data is from Experimentally validated miRNA-target interactions with 360,000+ pairs, plus equal number of negative samples. (1) The miRNA is hsa-miR-374c-5p with sequence AUAAUACAACCUGCUAAGUGCU. The protein sequence of the target gene is MDQYCILGRIGEGAHGIVFKAKHVETGEIVALKKVALRRLEDGFPNQALREIKALQEMEDNQYVVQLKAVFPHGGGFVLAFEFMLSDLAEVVRHAQRPLAQAQVKSYLQMLLKGVAFCHANNIVHRDLKPANLLISASGQLKIADFGLARVFSPDGSRLYTHQVATRWYRAPELLYGARQYDQGVDLWSVGCIMGELLNGSPLFPGKNDIEQLCYVLRILGTPNPQVWPELTELPDYNKISFKEQVPMPLEEVLPDVSPQALDLLGQFLLYPPHQRIAASKALLHQYFFTAPLPAHPSEL.... Result: 0 (no interaction). (2) The miRNA is hsa-miR-6811-3p with sequence AGCCUGUGCUUGUCCCUGCAG. The protein sequence of the target gene is MAAAALRSGWCRCPRRCLGSGIQFLSSHNLPHGSTYQMRRPGGELPLSKSYSSGNRKGFLSGLLDNVKQELAKNKEMKESIKKFRDEARRLEESDVLQEARRKYKTIESETVRTSEVLRKKLGELTGTVKESLHEVSKSDLGRKIKEGVEEAAKTAKQSAESVSKGGEKLGRTAAFRALSQGVESVKKEIDDSVLGQTGPYRRPQRLRKRTEFAGDKFKEEKVFEPNEEALGVVLHKDSKWYQQWKDFKENNVVFNRFFEMKMKYDESDNAFIRASRALTDKVTDLLGGLFSKTEMSEVL.... Result: 0 (no interaction). (3) The miRNA is hsa-miR-4664-3p with sequence CUUCCGGUCUGUGAGCCCCGUC. The protein sequence of the target gene is MSSPAGRRKKKGSGGASPAPARPPPPAAVPAPAAGPAPAAGSPPKRNPSSFSSPLVVGFALLRLLACHLGLLFAWLCQRFSRALMAAKRSSGTAPAPASPSPPEPGPGGEAESVRVFHKQAFEYISIALRIDEEEKAGQKEQAVEWYKKGIEELEKGIAVIVTGQGEQYERARRLQAKMMTNLVMAKDRLQLLEKLQPVLQFSKSQTDVYNESTNLTCRNGHLQSESGAVPKRKDPLTHASNSLPRSKTVLKSGSAGLSGHHRAPSCSGLSMVSGARPGPGPAATTHKGTPKPNRTNKPS.... Result: 0 (no interaction).